From a dataset of Forward reaction prediction with 1.9M reactions from USPTO patents (1976-2016). Predict the product of the given reaction. (1) Given the reactants [OH:1][C:2]1[CH:3]=[C:4]([CH:12]([CH3:16])[C:13]([OH:15])=[O:14])[CH:5]=[C:6]([C:8]([F:11])([F:10])[F:9])[CH:7]=1.[C:17]1([S:23]([C:26]2[CH:31]=[CH:30][C:29](F)=[C:28]([Cl:33])[CH:27]=2)(=[O:25])=[O:24])[CH:22]=[CH:21][CH:20]=[CH:19][CH:18]=1, predict the reaction product. The product is: [Cl:33][C:28]1[CH:27]=[C:26]([S:23]([C:17]2[CH:18]=[CH:19][CH:20]=[CH:21][CH:22]=2)(=[O:24])=[O:25])[CH:31]=[CH:30][C:29]=1[O:1][C:2]1[CH:3]=[C:4]([CH:12]([CH3:16])[C:13]([OH:15])=[O:14])[CH:5]=[C:6]([C:8]([F:9])([F:10])[F:11])[CH:7]=1. (2) Given the reactants Br[C:2]1[C:11]2[CH2:10][CH2:9][CH2:8][CH:7]([NH:12][C:13](=[O:16])[CH2:14][CH3:15])[C:6]=2[CH:5]=[N:4][CH:3]=1.[Cl:17][C:18]1[CH:23]=[CH:22][C:21](B(O)O)=[CH:20][C:19]=1[F:27], predict the reaction product. The product is: [Cl:17][C:18]1[CH:23]=[CH:22][C:21]([C:2]2[C:11]3[CH2:10][CH2:9][CH2:8][CH:7]([NH:12][C:13](=[O:16])[CH2:14][CH3:15])[C:6]=3[CH:5]=[N:4][CH:3]=2)=[CH:20][C:19]=1[F:27]. (3) Given the reactants [CH2:1](Br)[C:2]#[CH:3].C([O-])([O-])=O.[K+].[K+].[CH3:11][C:12](=[O:17])[CH2:13][C:14](=[O:16])[CH3:15], predict the reaction product. The product is: [CH2:3]([CH:13]([C:12](=[O:17])[CH3:11])[C:14](=[O:16])[CH3:15])[C:2]#[CH:1]. (4) Given the reactants Cl[C:2]1[N:7]=[C:6]([C:8]([NH2:10])=[O:9])[C:5]([N+:11]([O-])=O)=[CH:4][CH:3]=1, predict the reaction product. The product is: [NH2:11][C:5]1[C:6]([C:8]([NH2:10])=[O:9])=[N:7][CH:2]=[CH:3][CH:4]=1. (5) Given the reactants [Br:1][C:2]1[C:3]([OH:9])=[N:4][CH:5]=[C:6]([CH3:8])[CH:7]=1.I[CH3:11], predict the reaction product. The product is: [Br:1][C:2]1[C:3]([O:9][CH3:11])=[N:4][CH:5]=[C:6]([CH3:8])[CH:7]=1. (6) Given the reactants [C:1](OCC)(=O)[CH2:2][C:3]([O-:5])=O.[K+].[Cl-:11].[Mg+2].[Cl-:13].[CH2:14]([N:16]([CH2:19]C)CC)[CH3:15], predict the reaction product. The product is: [Cl:11][C:14]1[CH:15]=[CH:1][C:2]([C:3]([Cl:13])=[O:5])=[CH:19][N:16]=1. (7) Given the reactants [C:1]([C:3]1[CH:4]=[C:5]([NH:10][C:11](=[O:14])[CH2:12][CH3:13])[CH:6]=[C:7]([F:9])[CH:8]=1)#[N:2].[O:15]1[C:20]2[CH:21]=[CH:22][C:23]([CH2:25]NC3C=C(C=CC=3F)C#N)=[CH:24][C:19]=2OC[CH2:16]1.COC1C=CC(CBr)=CC=1, predict the reaction product. The product is: [C:1]([C:3]1[CH:4]=[C:5]([N:10]([CH2:25][C:23]2[CH:22]=[CH:21][C:20]([O:15][CH3:16])=[CH:19][CH:24]=2)[C:11](=[O:14])[CH2:12][CH3:13])[CH:6]=[C:7]([F:9])[CH:8]=1)#[N:2]. (8) Given the reactants [CH:1]([O:14][C:15]([NH:17][C:18]1[CH:23]=[CH:22][N:21]([CH2:24][C:25]([N:27]([CH2:32][CH2:33][NH:34][S:35]([C:38]2[CH:43]=[CH:42][CH:41]=[CH:40][C:39]=2[N+:44]([O-:46])=[O:45])(=[O:37])=[O:36])[CH2:28][C:29]([OH:31])=O)=[O:26])[C:20](=[O:47])[N:19]=1)=[O:16])([C:8]1[CH:13]=[CH:12][CH:11]=[CH:10][CH:9]=1)[C:2]1[CH:7]=[CH:6][CH:5]=[CH:4][CH:3]=1.CN1CCOCC1.ClC(OCC(C)C)=O, predict the reaction product. The product is: [CH:1]([O:14][C:15]([NH:17][C:18]1[CH:23]=[CH:22][N:21]([CH2:24][C:25]([N:27]2[CH2:32][CH2:33][N:34]([S:35]([C:38]3[CH:43]=[CH:42][CH:41]=[CH:40][C:39]=3[N+:44]([O-:46])=[O:45])(=[O:36])=[O:37])[C:29](=[O:31])[CH2:28]2)=[O:26])[C:20](=[O:47])[N:19]=1)=[O:16])([C:8]1[CH:9]=[CH:10][CH:11]=[CH:12][CH:13]=1)[C:2]1[CH:7]=[CH:6][CH:5]=[CH:4][CH:3]=1. (9) Given the reactants [C:1]([OH:11])(=[O:10])[C@H:2]([CH:4]1[CH2:9][CH2:8][CH2:7][CH2:6][CH2:5]1)[OH:3].[OH-].[K+].C(Cl)(Cl)Cl.[CH2:18](Br)[C:19]1[CH:24]=[CH:23][CH:22]=[CH:21][CH:20]=1, predict the reaction product. The product is: [OH:3][C@@H:2]([CH:4]1[CH2:9][CH2:8][CH2:7][CH2:6][CH2:5]1)[C:1]([O:11][CH2:18][C:19]1[CH:24]=[CH:23][CH:22]=[CH:21][CH:20]=1)=[O:10]. (10) Given the reactants [C:1]([C:3]1[CH:28]=[CH:27][C:6]([O:7][CH2:8][CH2:9][CH2:10][O:11][C:12]2[CH:13]=[C:14]3[C:18](=[CH:19][CH:20]=2)[C@H:17]([CH2:21][C:22]([O:24][CH2:25][CH3:26])=[O:23])[CH2:16][CH2:15]3)=[C:5]([O:29][CH3:30])[CH:4]=1)#[N:2].[SH2:31].C(NCC)C, predict the reaction product. The product is: [NH2:2][C:1]([C:3]1[CH:28]=[CH:27][C:6]([O:7][CH2:8][CH2:9][CH2:10][O:11][C:12]2[CH:13]=[C:14]3[C:18](=[CH:19][CH:20]=2)[C@H:17]([CH2:21][C:22]([O:24][CH2:25][CH3:26])=[O:23])[CH2:16][CH2:15]3)=[C:5]([O:29][CH3:30])[CH:4]=1)=[S:31].